This data is from NCI-60 drug combinations with 297,098 pairs across 59 cell lines. The task is: Regression. Given two drug SMILES strings and cell line genomic features, predict the synergy score measuring deviation from expected non-interaction effect. (1) Drug 2: CC1C(C(CC(O1)OC2CC(CC3=C2C(=C4C(=C3O)C(=O)C5=C(C4=O)C(=CC=C5)OC)O)(C(=O)CO)O)N)O.Cl. Cell line: SR. Drug 1: CS(=O)(=O)C1=CC(=C(C=C1)C(=O)NC2=CC(=C(C=C2)Cl)C3=CC=CC=N3)Cl. Synergy scores: CSS=44.6, Synergy_ZIP=-2.19, Synergy_Bliss=-2.94, Synergy_Loewe=-4.21, Synergy_HSA=0.358. (2) Drug 1: CC1=C2C(C(=O)C3(C(CC4C(C3C(C(C2(C)C)(CC1OC(=O)C(C(C5=CC=CC=C5)NC(=O)OC(C)(C)C)O)O)OC(=O)C6=CC=CC=C6)(CO4)OC(=O)C)OC)C)OC. Drug 2: CC1=CC2C(CCC3(C2CCC3(C(=O)C)OC(=O)C)C)C4(C1=CC(=O)CC4)C. Cell line: EKVX. Synergy scores: CSS=46.0, Synergy_ZIP=3.18, Synergy_Bliss=3.21, Synergy_Loewe=-30.5, Synergy_HSA=6.26. (3) Drug 1: C1C(C(OC1N2C=C(C(=O)NC2=O)F)CO)O. Drug 2: CC1=C(C=C(C=C1)C(=O)NC2=CC(=CC(=C2)C(F)(F)F)N3C=C(N=C3)C)NC4=NC=CC(=N4)C5=CN=CC=C5. Cell line: OVCAR-5. Synergy scores: CSS=1.60, Synergy_ZIP=1.92, Synergy_Bliss=2.30, Synergy_Loewe=1.89, Synergy_HSA=-0.759. (4) Drug 1: C1CN1P(=S)(N2CC2)N3CC3. Drug 2: C1CC(=O)NC(=O)C1N2C(=O)C3=CC=CC=C3C2=O. Cell line: NCI-H460. Synergy scores: CSS=29.5, Synergy_ZIP=0.0144, Synergy_Bliss=2.65, Synergy_Loewe=-20.5, Synergy_HSA=2.12. (5) Drug 1: C1=CC(=CC=C1C#N)C(C2=CC=C(C=C2)C#N)N3C=NC=N3. Drug 2: CC(C)(C#N)C1=CC(=CC(=C1)CN2C=NC=N2)C(C)(C)C#N. Cell line: NCI-H226. Synergy scores: CSS=3.79, Synergy_ZIP=9.12, Synergy_Bliss=-0.160, Synergy_Loewe=2.40, Synergy_HSA=-1.06. (6) Drug 1: CC1=C(C=C(C=C1)NC(=O)C2=CC=C(C=C2)CN3CCN(CC3)C)NC4=NC=CC(=N4)C5=CN=CC=C5. Drug 2: CC12CCC3C(C1CCC2OP(=O)(O)O)CCC4=C3C=CC(=C4)OC(=O)N(CCCl)CCCl.[Na+]. Cell line: M14. Synergy scores: CSS=-6.80, Synergy_ZIP=2.00, Synergy_Bliss=-1.91, Synergy_Loewe=-9.02, Synergy_HSA=-8.78.